This data is from Catalyst prediction with 721,799 reactions and 888 catalyst types from USPTO. The task is: Predict which catalyst facilitates the given reaction. (1) Reactant: [Cl:1][C:2]1[CH:3]=[C:4]([CH:9]=[C:10]([N:12]([S:16]([CH3:19])(=[O:18])=[O:17])[CH2:13][CH2:14][CH3:15])[N:11]=1)[C:5](OC)=[O:6].[BH4-].[Li+]. Product: [Cl:1][C:2]1[N:11]=[C:10]([N:12]([CH2:13][CH2:14][CH3:15])[S:16]([CH3:19])(=[O:17])=[O:18])[CH:9]=[C:4]([CH2:5][OH:6])[CH:3]=1. The catalyst class is: 1. (2) Reactant: [CH3:1][C:2]([O:5][C:6]([NH:8][C@H:9]([C:16]([OH:18])=O)[CH:10]1[CH2:15][CH2:14][CH2:13][CH2:12][CH2:11]1)=[O:7])([CH3:4])[CH3:3].CN(C(ON1N=NC2C=CC=NC1=2)=[N+](C)C)C.F[P-](F)(F)(F)(F)F.CCN(C(C)C)C(C)C.[CH3:52][O:53][C:54]([CH:56]1[CH2:60][N:59]([C:61]([O:63][CH2:64][C:65]2[CH:70]=[CH:69][CH:68]=[CH:67][CH:66]=2)=[O:62])[CH:58]2[CH2:71][CH2:72][NH:73][CH:57]12)=[O:55]. Product: [CH3:52][O:53][C:54]([CH:56]1[CH2:60][N:59]([C:61]([O:63][CH2:64][C:65]2[CH:66]=[CH:67][CH:68]=[CH:69][CH:70]=2)=[O:62])[CH:58]2[CH2:71][CH2:72][N:73]([C:16](=[O:18])[CH:9]([NH:8][C:6]([O:5][C:2]([CH3:1])([CH3:3])[CH3:4])=[O:7])[CH:10]3[CH2:11][CH2:12][CH2:13][CH2:14][CH2:15]3)[CH:57]12)=[O:55]. The catalyst class is: 296. (3) Reactant: C1(P(C2C=CC=CC=2)C2C=CC=CC=2)C=CC=CC=1.[Br:20]Br.[CH3:22][O:23][C:24]1[CH:29]=[CH:28][C:27](/[CH:30]=[CH:31]/[CH2:32]O)=[C:26]([N+:34]([O-:36])=[O:35])[CH:25]=1.N1C=CC=CC=1. Product: [Br:20][CH2:32][CH:31]=[CH:30][C:27]1[CH:28]=[CH:29][C:24]([O:23][CH3:22])=[CH:25][C:26]=1[N+:34]([O-:36])=[O:35]. The catalyst class is: 2. (4) Reactant: [Cl:1][C:2]1[CH:7]=[C:6]([CH3:8])[CH:5]=[CH:4][C:3]=1[N+:9]([O-:11])=[O:10].[Mn]([O-])(=O)(=O)=[O:13].[K+].[OH2:18]. Product: [Cl:1][C:2]1[CH:7]=[C:6]([CH:5]=[CH:4][C:3]=1[N+:9]([O-:11])=[O:10])[C:8]([OH:13])=[O:18]. The catalyst class is: 17. (5) The catalyst class is: 3. Product: [C:20]([C:24]1[CH:29]=[C:28]([CH2:30][OH:31])[C:27]([CH3:32])=[CH:26][C:25]=1[S:33][C:3]1[C:4](=[O:19])[O:5][C:6]([CH:16]([CH3:17])[CH3:18])([CH2:8][CH2:9][C:10]2[CH:15]=[CH:14][CH:13]=[CH:12][N:11]=2)[CH2:7][C:2]=1[OH:1])([CH3:23])([CH3:22])[CH3:21]. Reactant: [OH:1][C:2]1[CH2:7][C:6]([CH:16]([CH3:18])[CH3:17])([CH2:8][CH2:9][C:10]2[CH:15]=[CH:14][CH:13]=[CH:12][N:11]=2)[O:5][C:4](=[O:19])[CH:3]=1.[C:20]([C:24]1[CH:29]=[C:28]([CH2:30][OH:31])[C:27]([CH3:32])=[CH:26][C:25]=1[S:33]S(C1C=CC(C)=CC=1)(=O)=O)([CH3:23])([CH3:22])[CH3:21].C(=O)([O-])[O-].[K+].[K+].